This data is from Reaction yield outcomes from USPTO patents with 853,638 reactions. The task is: Predict the reaction yield, written as a fraction of the theoretical maximum amount of product (1.0 means a 100% yield; for example, 0.34 means a 34% yield). (1) The reactants are [CH:1]1([CH2:7][C:8]2[CH:12]=[CH:11][S:10][CH:9]=2)[CH2:6][CH2:5][CH2:4][CH2:3][CH2:2]1.C1C(=O)N([Br:20])C(=O)C1. The catalyst is CC(O)=O. The product is [Br:20][C:9]1[S:10][CH:11]=[CH:12][C:8]=1[CH2:7][CH:1]1[CH2:2][CH2:3][CH2:4][CH2:5][CH2:6]1. The yield is 0.510. (2) The reactants are Cl.[NH2:2][C:3]1[C:4]([O:27][CH2:28][CH3:29])=[CH:5][CH:6]=[C:7]2[C:12]=1[CH:11]=[N:10][CH:9]=[C:8]2[C:13]([C:15]1[CH:20]=[C:19]([O:21][CH3:22])[C:18]([O:23][CH3:24])=[C:17]([O:25][CH3:26])[CH:16]=1)=[O:14].Cl.N([O-])=O.[Na+].[N-:35]=[N+:36]=[N-].[Na+]. The catalyst is O.CC(O)=O. The product is [N:2]([C:3]1[C:4]([O:27][CH2:28][CH3:29])=[CH:5][CH:6]=[C:7]2[C:12]=1[CH:11]=[N:10][CH:9]=[C:8]2[C:13](=[O:14])[C:15]1[CH:20]=[C:19]([O:21][CH3:22])[C:18]([O:23][CH3:24])=[C:17]([O:25][CH3:26])[CH:16]=1)=[N+:35]=[N-:36]. The yield is 0.0600. (3) The product is [C:36]([C:18]1[CH:17]=[C:16]([S:13]([NH:7][C:8]2[N:9]=[CH:10][S:11][CH:12]=2)(=[O:15])=[O:14])[CH:21]=[CH:20][C:19]=1[O:22][C:23]1[CH:24]=[N:25][C:26]([C:44]2[CH:43]=[CH:42][CH:41]=[C:40]([F:39])[CH:45]=2)=[CH:27][C:28]=1[C:29]1[CH:30]=[N:31][CH:32]=[CH:33][CH:34]=1)#[N:37]. The reactants are C(OC(=O)[N:7]([S:13]([C:16]1[CH:21]=[CH:20][C:19]([O:22][C:23]2[CH:24]=[N:25][C:26](Cl)=[CH:27][C:28]=2[C:29]2[CH:30]=[N:31][CH:32]=[CH:33][CH:34]=2)=[C:18]([C:36]#[N:37])[CH:17]=1)(=[O:15])=[O:14])[C:8]1[N:9]=[CH:10][S:11][CH:12]=1)(C)(C)C.[F:39][C:40]1[CH:41]=[C:42](B(O)O)[CH:43]=[CH:44][CH:45]=1.C([O-])([O-])=O.[Na+].[Na+].O. The yield is 0.270. The catalyst is CN(C)C=O.C1C=CC([P]([Pd]([P](C2C=CC=CC=2)(C2C=CC=CC=2)C2C=CC=CC=2)([P](C2C=CC=CC=2)(C2C=CC=CC=2)C2C=CC=CC=2)[P](C2C=CC=CC=2)(C2C=CC=CC=2)C2C=CC=CC=2)(C2C=CC=CC=2)C2C=CC=CC=2)=CC=1. (4) The reactants are C([NH:3][C:4]1[CH:5]=[C:6]([C:14]#[N:15])[C:7]2[N:11]=[CH:10][NH:9][C:8]=2[C:12]=1[CH3:13])=O.Cl.[OH-].[Na+]. The catalyst is O. The product is [NH2:3][C:4]1[CH:5]=[C:6]([C:14]#[N:15])[C:7]2[N:11]=[CH:10][NH:9][C:8]=2[C:12]=1[CH3:13]. The yield is 0.940. (5) The reactants are [Cl:1][C:2]1[N:7]=[C:6]([NH:8][C:9]([NH:11]C(=O)OCC)=S)[C:5]([O:17][CH3:18])=[CH:4][N:3]=1.Cl.[NH2:20]O.C(=O)(O)[O-].[Na+].O. The catalyst is C(=O)([O-])[O-].[Na+].[Na+].C(#N)C. The product is [Cl:1][C:2]1[N:7]2[N:11]=[C:9]([NH2:20])[N:8]=[C:6]2[C:5]([O:17][CH3:18])=[CH:4][N:3]=1. The yield is 0.680.